This data is from Catalyst prediction with 721,799 reactions and 888 catalyst types from USPTO. The task is: Predict which catalyst facilitates the given reaction. Reactant: [Br:1][C:2]1[CH:3]=[C:4]2[C:9](=[CH:10][C:11]=1[O:12][CH3:13])[CH:8]([C:14]([OH:16])=O)[O:7][CH2:6][CH2:5]2.C1N=CN(C(N2C=NC=C2)=O)C=1.[CH3:29][O:30][NH:31][CH3:32]. Product: [Br:1][C:2]1[CH:3]=[C:4]2[C:9](=[CH:10][C:11]=1[O:12][CH3:13])[CH:8]([C:14]([N:31]([CH3:32])[O:30][CH3:29])=[O:16])[O:7][CH2:6][CH2:5]2. The catalyst class is: 2.